From a dataset of Reaction yield outcomes from USPTO patents with 853,638 reactions. Predict the reaction yield, written as a fraction of the theoretical maximum amount of product (1.0 means a 100% yield; for example, 0.34 means a 34% yield). (1) The product is [CH3:1][C:2]1[O:6][N:5]=[C:4]([C:7]2[CH:8]=[CH:9][CH:10]=[CH:11][CH:12]=2)[C:3]=1[CH2:13][NH:14][C:15]1[CH:23]=[CH:22][C:18]([C:19]([NH:24][CH2:25][CH2:26][N:27]2[CH2:31][CH2:30][CH2:29][C:28]2=[O:32])=[O:21])=[CH:17][N:16]=1. The reactants are [CH3:1][C:2]1[O:6][N:5]=[C:4]([C:7]2[CH:12]=[CH:11][CH:10]=[CH:9][CH:8]=2)[C:3]=1[CH2:13][NH:14][C:15]1[CH:23]=[CH:22][C:18]([C:19]([OH:21])=O)=[CH:17][N:16]=1.[NH2:24][CH2:25][CH2:26][N:27]1[CH2:31][CH2:30][CH2:29][C:28]1=[O:32]. No catalyst specified. The yield is 0.830. (2) The reactants are [Cl:1][C:2]1[CH:7]=[CH:6][CH:5]=[CH:4][C:3]=1[C@H:8]([N:12]1[CH2:17][CH2:16][C:15]2[S:18][CH:19]=[CH:20][C:14]=2[CH2:13]1)[C:9]([OH:11])=[O:10].CC(C)=O.Cl. The catalyst is CO. The product is [ClH:1].[Cl:1][C:2]1[CH:7]=[CH:6][CH:5]=[CH:4][C:3]=1[C@H:8]([N:12]1[CH2:17][CH2:16][C:15]2[S:18][CH:19]=[CH:20][C:14]=2[CH2:13]1)[C:9]([OH:11])=[O:10]. The yield is 0.900.